From a dataset of Full USPTO retrosynthesis dataset with 1.9M reactions from patents (1976-2016). Predict the reactants needed to synthesize the given product. (1) Given the product [F:18][CH:16]([F:17])[O:15][C:14]1[CH:13]=[CH:12][C:11]([C:19]2[O:20][CH:21]=[C:22]([CH2:24][CH2:25][C:26]([C:28]3[CH:33]=[CH:32][CH:31]=[CH:30][C:29]=3[O:34][CH2:35][CH3:36])=[O:27])[N:23]=2)=[CH:10][C:9]=1[OH:8], predict the reactants needed to synthesize it. The reactants are: C([O:8][C:9]1[CH:10]=[C:11]([C:19]2[O:20][CH:21]=[C:22]([CH2:24][CH2:25][C:26]([C:28]3[CH:33]=[CH:32][CH:31]=[CH:30][C:29]=3[O:34][CH2:35][CH3:36])=[O:27])[N:23]=2)[CH:12]=[CH:13][C:14]=1[O:15][CH:16]([F:18])[F:17])C1C=CC=CC=1. (2) Given the product [Cl:1][C:2]1[C:3]2[CH2:12][CH:11]([CH3:21])[N:10]([C:13]([O:15][C:16]([CH3:19])([CH3:18])[CH3:17])=[O:14])[CH2:9][C:4]=2[N:5]=[C:6]([CH3:8])[N:7]=1, predict the reactants needed to synthesize it. The reactants are: [Cl:1][C:2]1[C:3]2[CH2:12][CH2:11][N:10]([C:13]([O:15][C:16]([CH3:19])([CH3:18])[CH3:17])=[O:14])[CH2:9][C:4]=2[N:5]=[C:6]([CH3:8])[N:7]=1.O[C:21]1C2CCN(C(OC(C)(C)C)=O)CC=2N=C(C)N=1. (3) Given the product [NH2:18][C:14]1[CH:13]=[C:12]([CH:11]([N:21]2[CH2:26][CH2:25][N:24]([CH2:27][C:28]3[CH:29]=[CH:30][C:31]([F:34])=[CH:32][CH:33]=3)[CH2:23][CH2:22]2)[C:8]2[CH:7]=[CH:6][C:5]([C:4]([N:3]([CH2:36][CH3:37])[CH2:1][CH3:2])=[O:35])=[CH:10][CH:9]=2)[CH:17]=[CH:16][CH:15]=1, predict the reactants needed to synthesize it. The reactants are: [CH2:1]([N:3]([CH2:36][CH3:37])[C:4](=[O:35])[C:5]1[CH:10]=[CH:9][C:8]([CH:11]([N:21]2[CH2:26][CH2:25][N:24]([CH2:27][C:28]3[CH:33]=[CH:32][C:31]([F:34])=[CH:30][CH:29]=3)[CH2:23][CH2:22]2)[C:12]2[CH:17]=[CH:16][CH:15]=[C:14]([N+:18]([O-])=O)[CH:13]=2)=[CH:7][CH:6]=1)[CH3:2].O. (4) Given the product [ClH:5].[ClH:5].[CH3:36][N:7]([CH3:6])[C:8]1([C:30]2[CH:35]=[CH:34][CH:33]=[CH:32][CH:31]=2)[CH2:13][CH2:12][CH:11]([NH:14][C@@H:15]([CH2:20][C:21]2[C:29]3[C:24](=[CH:25][CH:26]=[CH:27][CH:28]=3)[NH:23][CH:22]=2)[C:16]([NH:18][CH3:19])=[O:17])[CH2:10][CH2:9]1, predict the reactants needed to synthesize it. The reactants are: [Si]([Cl:5])(C)(C)C.[CH3:6][N:7]([CH3:36])[C:8]1([C:30]2[CH:35]=[CH:34][CH:33]=[CH:32][CH:31]=2)[CH2:13][CH2:12][CH:11]([NH:14][C@@H:15]([CH2:20][C:21]2[C:29]3[C:24](=[CH:25][CH:26]=[CH:27][CH:28]=3)[NH:23][CH:22]=2)[C:16]([NH:18][CH3:19])=[O:17])[CH2:10][CH2:9]1. (5) The reactants are: [NH2:1][C:2]1[CH:30]=[CH:29][C:5]([O:6][C:7]2[CH:12]=[CH:11][N:10]=[C:9]([NH:13][C:14]([N:16]3[CH2:21][CH2:20][CH:19]([N:22]4[CH2:25][CH:24]([N:26]([CH3:28])[CH3:27])[CH2:23]4)[CH2:18][CH2:17]3)=[O:15])[CH:8]=2)=[CH:4][CH:3]=1.[F:31][C:32]1[CH:37]=[CH:36][C:35]([CH2:38][C:39]([N:41]=[C:42]=[O:43])=[O:40])=[CH:34][CH:33]=1.C(=O)([O-])O.[Na+]. Given the product [F:31][C:32]1[CH:33]=[CH:34][C:35]([CH2:38][C:39]([NH:41][C:42](=[O:43])[NH:1][C:2]2[CH:3]=[CH:4][C:5]([O:6][C:7]3[CH:12]=[CH:11][N:10]=[C:9]([NH:13][C:14]([N:16]4[CH2:17][CH2:18][CH:19]([N:22]5[CH2:23][CH:24]([N:26]([CH3:28])[CH3:27])[CH2:25]5)[CH2:20][CH2:21]4)=[O:15])[CH:8]=3)=[CH:29][CH:30]=2)=[O:40])=[CH:36][CH:37]=1, predict the reactants needed to synthesize it. (6) Given the product [CH2:6]1[C:2]2([NH:1][C:16]3([CH2:21][CH2:20][CH2:19][CH2:18][CH2:17]3)[O:8][CH2:7]2)[CH2:3][CH2:4][CH2:5]1, predict the reactants needed to synthesize it. The reactants are: [NH2:1][C:2]1([CH2:7][OH:8])[CH2:6][CH2:5][CH2:4][CH2:3]1.C(O)(C(F)(F)F)=O.[C:16]1(=O)[CH2:21][CH2:20][CH2:19][CH2:18][CH2:17]1.S([O-])([O-])(=O)=O.[Na+].[Na+]. (7) Given the product [C:1]([O:4][CH2:5][CH:6]([O:23][C:24](=[O:26])[CH3:25])[CH2:7][C:8]1[O:9][C:10]([Br:34])=[C:11]([C:13]2[CH:18]=[CH:17][C:16]([C:19]([F:22])([F:21])[F:20])=[CH:15][CH:14]=2)[N:12]=1)(=[O:3])[CH3:2], predict the reactants needed to synthesize it. The reactants are: [C:1]([O:4][CH2:5][CH:6]([O:23][C:24](=[O:26])[CH3:25])[CH2:7][C:8]1[O:9][CH:10]=[C:11]([C:13]2[CH:18]=[CH:17][C:16]([C:19]([F:22])([F:21])[F:20])=[CH:15][CH:14]=2)[N:12]=1)(=[O:3])[CH3:2].C1C(=O)N([Br:34])C(=O)C1.C(=O)(O)[O-].[Na+].